This data is from Reaction yield outcomes from USPTO patents with 853,638 reactions. The task is: Predict the reaction yield, written as a fraction of the theoretical maximum amount of product (1.0 means a 100% yield; for example, 0.34 means a 34% yield). (1) The reactants are S([O-])([O:4][CH2:5][C:6]([O:15][CH2:16][CH2:17][CH2:18][CH2:19][CH2:20][CH3:21])([O:8][CH2:9][CH2:10][CH2:11][CH2:12][CH2:13][CH3:14])[CH3:7])(=O)=O.[Na+].[CH2:24]([OH:30])[CH2:25][CH2:26][CH2:27][CH2:28][CH3:29].O. The catalyst is C1(C)C=CC=CC=1.CC1C=CC(S(O)(=O)=O)=CC=1. The product is [CH2:9]([O:8][C:6]([O:15][CH2:16][CH2:17][CH2:18][CH2:19][CH2:20][CH3:21])([CH3:7])[C:5]([O:30][CH2:24][CH2:25][CH2:26][CH2:27][CH2:28][CH3:29])=[O:4])[CH2:10][CH2:11][CH2:12][CH2:13][CH3:14]. The yield is 0.840. (2) The reactants are [C:1]([C:5]1[CH:9]=[C:8]([NH:10][C:11](=[O:36])[NH:12][C:13]2[C:22]3[C:17](=[CH:18][CH:19]=[CH:20][CH:21]=3)[C:16]([O:23][CH2:24][C:25]3[CH:30]=[CH:29][N:28]=[C:27]([NH:31][C:32](=[O:35])[CH2:33]Cl)[CH:26]=3)=[CH:15][CH:14]=2)[N:7]([C:37]2[CH:42]=[CH:41][C:40]([CH3:43])=[CH:39][CH:38]=2)[N:6]=1)([CH3:4])([CH3:3])[CH3:2].C[CH2:45][N:46](C(C)C)C(C)C.CN. The catalyst is C(Cl)Cl.CN(C=O)C. The product is [C:1]([C:5]1[CH:9]=[C:8]([NH:10][C:11](=[O:36])[NH:12][C:13]2[C:22]3[C:17](=[CH:18][CH:19]=[CH:20][CH:21]=3)[C:16]([O:23][CH2:24][C:25]3[CH:30]=[CH:29][N:28]=[C:27]([NH:31][C:32](=[O:35])[CH2:33][NH:46][CH3:45])[CH:26]=3)=[CH:15][CH:14]=2)[N:7]([C:37]2[CH:42]=[CH:41][C:40]([CH3:43])=[CH:39][CH:38]=2)[N:6]=1)([CH3:4])([CH3:3])[CH3:2]. The yield is 0.120. (3) The reactants are [F:1][CH:2]([F:15])[CH2:3][O:4][C:5]1[CH:10]=[CH:9][C:8]([C:11](=O)[CH3:12])=[CH:7][C:6]=1[CH3:14].[CH3:16][C:17]([S@:20]([NH2:22])=[O:21])([CH3:19])[CH3:18]. No catalyst specified. The product is [F:1][CH:2]([F:15])[CH2:3][O:4][C:5]1[CH:10]=[CH:9][C:8]([CH:11]([NH:22][S@@:20]([C:17]([CH3:19])([CH3:18])[CH3:16])=[O:21])[CH3:12])=[CH:7][C:6]=1[CH3:14]. The yield is 0.470. (4) The reactants are [F:1][C:2]1([C:10](OCC)=[O:11])[CH2:7][CH2:6][C:5]([F:9])([F:8])[CH2:4][CH2:3]1.[H-].[Al+3].[Li+].[H-].[H-].[H-]. The catalyst is O1CCCC1. The product is [F:1][C:2]1([CH2:10][OH:11])[CH2:3][CH2:4][C:5]([F:9])([F:8])[CH2:6][CH2:7]1. The yield is 0.596.